From a dataset of Forward reaction prediction with 1.9M reactions from USPTO patents (1976-2016). Predict the product of the given reaction. (1) Given the reactants [OH:1][C:2]1[C:3]2[N:4]([C:13]([CH3:17])=[C:14]([CH3:16])[N:15]=2)[CH:5]=[C:6]([C:8]([O:10]CC)=[O:9])[CH:7]=1.[O:18]1[CH:20]2[CH2:21][C:22]3[C:27]([CH:19]12)=[CH:26][CH:25]=[CH:24][CH:23]=3.C(N(CC)CC)C.C(OCC)(=O)C, predict the reaction product. The product is: [OH:18][C@@H:20]1[CH2:21][C:22]2[C:27](=[CH:26][CH:25]=[CH:24][CH:23]=2)[C@H:19]1[O:1][C:2]1[C:3]2[N:4]([C:13]([CH3:17])=[C:14]([CH3:16])[N:15]=2)[CH:5]=[C:6]([C:8]([OH:10])=[O:9])[CH:7]=1. (2) Given the reactants I[C:2]1[C:7]([C:8]([NH:10][NH:11][C:12]2[CH:17]=[CH:16][CH:15]=[CH:14][CH:13]=2)=[O:9])=[C:6]([O:18][CH3:19])[N:5]=[CH:4][CH:3]=1.N1CCC[C@H]1C(O)=O.C(=O)([O-])[O-].[K+].[K+], predict the reaction product. The product is: [CH3:19][O:18][C:6]1[C:7]2[C:8](=[O:9])[NH:10][N:11]([C:12]3[CH:17]=[CH:16][CH:15]=[CH:14][CH:13]=3)[C:2]=2[CH:3]=[CH:4][N:5]=1. (3) Given the reactants Cl[CH2:2][CH2:3][CH2:4][O:5][C:6]([C:9]1[NH:10][C:11](=[O:21])[C:12]([OH:20])=[C:13]([C:15]([O:17][CH2:18][CH3:19])=[O:16])[N:14]=1)([CH3:8])[CH3:7].[C:22](O[C:22](=[O:29])[C:23]1[CH:28]=[CH:27][CH:26]=[CH:25][CH:24]=1)(=[O:29])[C:23]1[CH:28]=[CH:27][CH:26]=[CH:25][CH:24]=1.C(=O)([O-])[O-].[K+].[K+], predict the reaction product. The product is: [C:22]([O:20][C:12]1[C:11](=[O:21])[N:10]2[C:9]([C:6]([CH3:8])([CH3:7])[O:5][CH2:4][CH2:3][CH2:2]2)=[N:14][C:13]=1[C:15]([O:17][CH2:18][CH3:19])=[O:16])(=[O:29])[C:23]1[CH:28]=[CH:27][CH:26]=[CH:25][CH:24]=1. (4) Given the reactants [Br:1][C:2]1[N:3]=[C:4]([C@@H:16]2[CH2:20][C@H:19]([CH3:21])[CH2:18][N:17]2[C:22]([O:24][C:25]([CH3:28])([CH3:27])[CH3:26])=[O:23])[N:5]([CH2:8][O:9][CH2:10][CH2:11][Si:12]([CH3:15])([CH3:14])[CH3:13])[C:6]=1Br.[Li]CCCC.CN([CH:37]=[O:38])C, predict the reaction product. The product is: [Br:1][C:2]1[N:3]=[C:4]([C@@H:16]2[CH2:20][C@H:19]([CH3:21])[CH2:18][N:17]2[C:22]([O:24][C:25]([CH3:26])([CH3:27])[CH3:28])=[O:23])[N:5]([CH2:8][O:9][CH2:10][CH2:11][Si:12]([CH3:14])([CH3:13])[CH3:15])[C:6]=1[CH:37]=[O:38]. (5) Given the reactants [OH:1][C:2]1[C:11]([O:12]C)=[CH:10][CH:9]=[C:8]2[C:3]=1[CH2:4][CH2:5][N:6](C(OC(C)(C)C)=O)[CH2:7]2.B(Br)(Br)Br, predict the reaction product. The product is: [OH:1][C:2]1[C:11]([OH:12])=[CH:10][CH:9]=[C:8]2[C:3]=1[CH2:4][CH2:5][NH:6][CH2:7]2.